This data is from Reaction yield outcomes from USPTO patents with 853,638 reactions. The task is: Predict the reaction yield, written as a fraction of the theoretical maximum amount of product (1.0 means a 100% yield; for example, 0.34 means a 34% yield). The reactants are [F:1][C:2]1[CH:7]=[CH:6][C:5]([C:8]2[C:17](=[O:18])[C:16]3[C:11](=[CH:12][CH:13]=[CH:14][CH:15]=3)[O:10][C:9]=2[CH2:19][N:20]2[CH2:25][CH2:24][O:23][CH2:22][CH2:21]2)=[CH:4][CH:3]=1.[ClH:26]. The catalyst is C1COCC1.C(OCC)C. The product is [ClH:26].[F:1][C:2]1[CH:7]=[CH:6][C:5]([C:8]2[C:17](=[O:18])[C:16]3[C:11](=[CH:12][CH:13]=[CH:14][CH:15]=3)[O:10][C:9]=2[CH2:19][N:20]2[CH2:25][CH2:24][O:23][CH2:22][CH2:21]2)=[CH:4][CH:3]=1. The yield is 0.900.